From a dataset of Catalyst prediction with 721,799 reactions and 888 catalyst types from USPTO. Predict which catalyst facilitates the given reaction. (1) Reactant: [CH3:1][O:2][C:3]1[N:7]([CH2:8][C:9]2[CH:14]=[CH:13][C:12]([C:15]3[CH:20]=[CH:19][CH:18]=[CH:17][C:16]=3[C:21]3[NH:25][N:24]=[N:23][N:22]=3)=[CH:11][CH:10]=2)[C:6]2[C:26]([C:30]([O:32]C)=[O:31])=[CH:27][CH:28]=[CH:29][C:5]=2[N:4]=1.[OH-].[Na+]. Product: [CH3:1][O:2][C:3]1[N:7]([CH2:8][C:9]2[CH:10]=[CH:11][C:12]([C:15]3[CH:20]=[CH:19][CH:18]=[CH:17][C:16]=3[C:21]3[NH:25][N:24]=[N:23][N:22]=3)=[CH:13][CH:14]=2)[C:6]2[C:26]([C:30]([OH:32])=[O:31])=[CH:27][CH:28]=[CH:29][C:5]=2[N:4]=1. The catalyst class is: 5. (2) Reactant: [Cl:1][C:2]1[CH:3]=[C:4]([CH:14]2[C:23]([CH3:25])([CH3:24])[CH2:22][C:21]3[C:16](=[CH:17][CH:18]=[C:19]([C:26](O)=[O:27])[CH:20]=3)[NH:15]2)[CH:5]=[C:6]([N:8]2[CH2:13][CH2:12][O:11][CH2:10][CH2:9]2)[CH:7]=1.Cl.CN(C)CCCN=C=NCC.[CH:41]1([S:44]([NH2:47])(=[O:46])=[O:45])[CH2:43][CH2:42]1. Product: [Cl:1][C:2]1[CH:3]=[C:4]([CH:14]2[C:23]([CH3:24])([CH3:25])[CH2:22][C:21]3[C:16](=[CH:17][CH:18]=[C:19]([C:26]([NH:47][S:44]([CH:41]4[CH2:43][CH2:42]4)(=[O:46])=[O:45])=[O:27])[CH:20]=3)[NH:15]2)[CH:5]=[C:6]([N:8]2[CH2:13][CH2:12][O:11][CH2:10][CH2:9]2)[CH:7]=1. The catalyst class is: 119. (3) Reactant: [CH3:1][S:2]([CH:5]=[CH:6][C@H:7]1[CH2:12][CH2:11][C@H:10]([NH:13][C:14](=[O:20])[O:15][C:16]([CH3:19])([CH3:18])[CH3:17])[CH2:9][CH2:8]1)(=[O:4])=[O:3]. Product: [CH3:1][S:2]([CH2:5][CH2:6][C@H:7]1[CH2:12][CH2:11][C@H:10]([NH:13][C:14](=[O:20])[O:15][C:16]([CH3:18])([CH3:17])[CH3:19])[CH2:9][CH2:8]1)(=[O:3])=[O:4]. The catalyst class is: 43. (4) Reactant: [F:1][C:2]([F:32])([F:31])[C:3]([CH2:19][C:20]1[NH:21][C:22]2[C:27]([CH:28]=1)=[CH:26][C:25]([S:29][CH3:30])=[CH:24][CH:23]=2)([OH:18])[CH2:4][C:5]([C:8]1[C:16]2[O:15][CH2:14][CH2:13][C:12]=2[CH:11]=[C:10]([F:17])[CH:9]=1)([CH3:7])[CH3:6].I([O-])(=O)(=O)=[O:34].[Na+]. Product: [F:32][C:2]([F:1])([F:31])[C:3]([CH2:19][C:20]1[NH:21][C:22]2[C:27]([CH:28]=1)=[CH:26][C:25]([S:29]([CH3:30])=[O:34])=[CH:24][CH:23]=2)([OH:18])[CH2:4][C:5]([C:8]1[C:16]2[O:15][CH2:14][CH2:13][C:12]=2[CH:11]=[C:10]([F:17])[CH:9]=1)([CH3:7])[CH3:6]. The catalyst class is: 430. (5) Reactant: [O:1]([CH2:8][CH2:9][CH2:10][CH2:11][CH2:12][CH2:13][Br:14])[C:2]1[CH:7]=[CH:6][CH:5]=[CH:4][CH:3]=1.[C:15]1([P:21]([C:28]2[CH:33]=[CH:32][CH:31]=[CH:30][CH:29]=2)[C:22]2[CH:27]=[CH:26][CH:25]=[CH:24][CH:23]=2)[CH:20]=[CH:19][CH:18]=[CH:17][CH:16]=1. Product: [Br-:14].[O:1]([CH2:8][CH2:9][CH2:10][CH2:11][CH2:12][CH2:13][P+:21]([C:22]1[CH:23]=[CH:24][CH:25]=[CH:26][CH:27]=1)([C:28]1[CH:33]=[CH:32][CH:31]=[CH:30][CH:29]=1)[C:15]1[CH:16]=[CH:17][CH:18]=[CH:19][CH:20]=1)[C:2]1[CH:7]=[CH:6][CH:5]=[CH:4][CH:3]=1. The catalyst class is: 48. (6) Reactant: [NH:1]1[C:9]2[C:4](=[CH:5][C:6]([NH:10][C:11]([C:13]3[O:17][C:16]([N:18]4[CH2:23][CH2:22][CH2:21][CH:20]([CH3:24])[CH2:19]4)=[N:15][C:14]=3[C:25]([F:28])([F:27])[F:26])=[O:12])=[CH:7][CH:8]=2)[CH:3]=[N:2]1.[C:29]1([N:35]=[C:36]=[O:37])[CH:34]=[CH:33][CH:32]=[CH:31][CH:30]=1. Product: [CH3:24][CH:20]1[CH2:21][CH2:22][CH2:23][N:18]([C:16]2[O:17][C:13]([C:11]([NH:10][C:6]3[CH:5]=[C:4]4[C:9](=[CH:8][CH:7]=3)[N:1]([C:36]([NH:35][C:29]3[CH:34]=[CH:33][CH:32]=[CH:31][CH:30]=3)=[O:37])[N:2]=[CH:3]4)=[O:12])=[C:14]([C:25]([F:28])([F:27])[F:26])[N:15]=2)[CH2:19]1. The catalyst class is: 2. (7) Reactant: CCN(C(C)C)C(C)C.Br[CH2:11][CH2:12][F:13].[NH2:14][CH2:15][C:16]1[CH:21]=[CH:20][CH:19]=[C:18]2[N:22]([C:37]3[C:38]4[C@H:45]([CH3:46])[CH2:44][CH2:43][C:39]=4[N:40]=[CH:41][N:42]=3)[CH2:23][C:24]3([CH2:29][CH2:28][N:27]([C:30]([O:32][C:33]([CH3:36])([CH3:35])[CH3:34])=[O:31])[CH2:26][CH2:25]3)[C:17]=12. The catalyst class is: 3. Product: [F:13][CH2:12][CH2:11][NH:14][CH2:15][C:16]1[CH:21]=[CH:20][CH:19]=[C:18]2[N:22]([C:37]3[C:38]4[C@H:45]([CH3:46])[CH2:44][CH2:43][C:39]=4[N:40]=[CH:41][N:42]=3)[CH2:23][C:24]3([CH2:29][CH2:28][N:27]([C:30]([O:32][C:33]([CH3:34])([CH3:35])[CH3:36])=[O:31])[CH2:26][CH2:25]3)[C:17]=12. (8) Reactant: [H-].[Na+].[CH3:3]S(C)=O.[O:7]=[CH:8][C@@H:9]([NH:17][C:18](=[O:24])[O:19][C:20]([CH3:23])([CH3:22])[CH3:21])[CH2:10][CH:11]1[CH2:16][CH2:15][O:14][CH2:13][CH2:12]1. Product: [O:7]1[CH2:3][CH:8]1[C@@H:9]([NH:17][C:18](=[O:24])[O:19][C:20]([CH3:21])([CH3:23])[CH3:22])[CH2:10][CH:11]1[CH2:12][CH2:13][O:14][CH2:15][CH2:16]1. The catalyst class is: 220.